This data is from Full USPTO retrosynthesis dataset with 1.9M reactions from patents (1976-2016). The task is: Predict the reactants needed to synthesize the given product. (1) Given the product [N:23]1[CH:28]=[CH:27][CH:26]=[CH:25][C:24]=1[S:29]([O:1][C:2]1[C:10]([O:11][CH3:12])=[CH:9][C:8]([I:13])=[C:7]2[C:3]=1[CH2:4][NH:5][C:6]2=[O:14])(=[O:31])=[O:30], predict the reactants needed to synthesize it. The reactants are: [OH:1][C:2]1[C:10]([O:11][CH3:12])=[CH:9][C:8]([I:13])=[C:7]2[C:3]=1[CH2:4][NH:5][C:6]2=[O:14].C(N(CC)CC)C.Cl.[N:23]1[CH:28]=[CH:27][CH:26]=[CH:25][C:24]=1[S:29](Cl)(=[O:31])=[O:30].O. (2) Given the product [OH:26][C@H:27]1[CH2:32][CH2:31][C@H:30]([C:33]2[N:38]=[CH:37][C:36]([NH:39][C:40]([C:42]3[CH:43]=[N:44][N:45]([C:48]4[CH:53]=[CH:52][C:51]([C:54]([F:57])([F:56])[F:55])=[CH:50][N:49]=4)[C:46]=3[CH3:47])=[O:41])=[CH:35][C:34]=2[CH3:58])[CH2:29][CH2:28]1, predict the reactants needed to synthesize it. The reactants are: [F-].C([N+](CCCC)(CCCC)CCCC)CCC.[Si]([O:26][C@H:27]1[CH2:32][CH2:31][C@H:30]([C:33]2[N:38]=[CH:37][C:36]([NH:39][C:40]([C:42]3[CH:43]=[N:44][N:45]([C:48]4[CH:53]=[CH:52][C:51]([C:54]([F:57])([F:56])[F:55])=[CH:50][N:49]=4)[C:46]=3[CH3:47])=[O:41])=[CH:35][C:34]=2[CH3:58])[CH2:29][CH2:28]1)(C(C)(C)C)(C)C. (3) Given the product [O:23]1[CH2:24][CH2:25][N:20]([C:15]2[CH:16]=[CH:17][CH:18]=[CH:19][C:14]=2[NH:13][C:8]2[N:7]=[CH:6][C:5]3[C:10](=[CH:11][CH:12]=[C:3]([OH:2])[CH:4]=3)[N:9]=2)[CH2:21][CH2:22]1, predict the reactants needed to synthesize it. The reactants are: C[O:2][C:3]1[CH:4]=[C:5]2[C:10](=[CH:11][CH:12]=1)[N:9]=[C:8]([NH:13][C:14]1[CH:19]=[CH:18][CH:17]=[CH:16][C:15]=1[N:20]1[CH2:25][CH2:24][O:23][CH2:22][CH2:21]1)[N:7]=[CH:6]2.C[S-].[Na+].[Cl-].[NH4+]. (4) The reactants are: [CH2:1]([O:8][C:9]1[C:10]([NH:16][C:17]2[S:18][CH:19]=[C:20]([CH2:22][CH2:23][C:24](O)=[O:25])[N:21]=2)=[N:11][CH:12]=[C:13]([Br:15])[CH:14]=1)[C:2]1[CH:7]=[CH:6][CH:5]=[CH:4][CH:3]=1.C(N(CC)C(C)C)(C)C.CN(C(F)=[N+](C)C)C.F[P-](F)(F)(F)(F)F.O[NH:52][C:53](=[NH:55])[CH3:54]. Given the product [CH2:1]([O:8][C:9]1[C:10]([NH:16][C:17]2[S:18][CH:19]=[C:20]([CH2:22][CH2:23][C:24]3[O:25][N:55]=[C:53]([CH3:54])[N:52]=3)[N:21]=2)=[N:11][CH:12]=[C:13]([Br:15])[CH:14]=1)[C:2]1[CH:3]=[CH:4][CH:5]=[CH:6][CH:7]=1, predict the reactants needed to synthesize it.